This data is from hERG potassium channel inhibition data for cardiac toxicity prediction from Karim et al.. The task is: Regression/Classification. Given a drug SMILES string, predict its toxicity properties. Task type varies by dataset: regression for continuous values (e.g., LD50, hERG inhibition percentage) or binary classification for toxic/non-toxic outcomes (e.g., AMES mutagenicity, cardiotoxicity, hepatotoxicity). Dataset: herg_karim. (1) The drug is FC(F)Oc1cc(-c2cnn(Cc3cn[nH]c3)c2)ccc1Cl. The result is 0 (non-blocker). (2) The result is 1 (blocker). The molecule is c1coc(-c2ccc(OCCCN3CCCCC3)cc2)c1. (3) The compound is CCc1cccc(NC(=O)N2CCc3nc(-c4c(C)noc4C)nc(-c4ccccc4C)c3C2)c1. The result is 1 (blocker). (4) The molecule is CN[C@@H]1CCN(c2nc(N)nc3cc(C(C)C)cnc23)C1. The result is 0 (non-blocker). (5) The compound is CC(C)(O)C1(C(=O)NCc2cc(C(F)(F)F)cc(C(F)(F)F)c2)CCC(N2CCC(c3cccc(C(=O)O)c3)CC2)C1. The result is 0 (non-blocker). (6) The compound is CC(=O)N1CCC(n2nc(C)c(Nc3ncc(Cl)c(-c4cnc5ccccn45)n3)c2C)CC1. The result is 0 (non-blocker). (7) The drug is Cn1cc(-c2nc3c(N4CCN(Cc5cccnc5)CC4)c(Br)cnc3[nH]2)cn1. The result is 1 (blocker). (8) The compound is Cc1cnc(NC(=O)[C@H](CO[C@H](C)CO)Oc2ncnc3c2cnn3-c2c(Cl)cccc2C#N)cn1. The result is 0 (non-blocker). (9) The molecule is NC1=NC2(c3cc(-c4cncnc4)ccc3OCC23CC3)C(F)(F)CS1. The result is 1 (blocker). (10) The molecule is CCN(CC)C(=O)c1ccc(C2=CC3(CCN(C(C)=O)CC3)Oc3ccccc32)cc1. The result is 0 (non-blocker).